From a dataset of Peptide-MHC class II binding affinity with 134,281 pairs from IEDB. Regression. Given a peptide amino acid sequence and an MHC pseudo amino acid sequence, predict their binding affinity value. This is MHC class II binding data. (1) The peptide sequence is GDGKISLSELTDALR. The MHC is DRB1_0701 with pseudo-sequence DRB1_0701. The binding affinity (normalized) is 0.297. (2) The peptide sequence is GELQIVDKIDAATKI. The MHC is DRB1_0401 with pseudo-sequence DRB1_0401. The binding affinity (normalized) is 0.508. (3) The peptide sequence is KKTFDHTLMSIVSSL. The MHC is DRB4_0101 with pseudo-sequence DRB4_0103. The binding affinity (normalized) is 0.510. (4) The peptide sequence is VIGLLPQNMVLTTQG. The MHC is DRB1_0404 with pseudo-sequence DRB1_0404. The binding affinity (normalized) is 0.439.